Dataset: Full USPTO retrosynthesis dataset with 1.9M reactions from patents (1976-2016). Task: Predict the reactants needed to synthesize the given product. Given the product [Br:7][C:6]1[C:2]([C:16]2[O:17][CH:18]=[CH:19][N:20]=2)=[C:3]([N+:8]([O-:10])=[O:9])[S:4][CH:5]=1, predict the reactants needed to synthesize it. The reactants are: Br[C:2]1[C:6]([Br:7])=[CH:5][S:4][C:3]=1[N+:8]([O-:10])=[O:9].C([Sn](CCCC)(CCCC)[C:16]1[O:17][CH:18]=[CH:19][N:20]=1)CCC.